Dataset: Full USPTO retrosynthesis dataset with 1.9M reactions from patents (1976-2016). Task: Predict the reactants needed to synthesize the given product. (1) Given the product [Cl:13][C:12]1[C:7]([C:4](=[N:3][O:2][CH3:1])[CH2:5][NH:6][C:31](=[O:32])[C:30]2[CH:34]=[CH:35][CH:36]=[CH:37][C:29]=2[C:28]([F:27])([F:38])[F:39])=[N:8][CH:9]=[C:10]([O:14][CH2:15][C:16]([F:19])([F:17])[F:18])[CH:11]=1, predict the reactants needed to synthesize it. The reactants are: [CH3:1][O:2][N:3]=[C:4]([C:7]1[C:12]([Cl:13])=[CH:11][C:10]([O:14][CH2:15][C:16]([F:19])([F:18])[F:17])=[CH:9][N:8]=1)[CH2:5][NH2:6].C(N(CC)CC)C.[F:27][C:28]([F:39])([F:38])[C:29]1[CH:37]=[CH:36][CH:35]=[CH:34][C:30]=1[C:31](Cl)=[O:32].O. (2) Given the product [Cl:13][C:14]1[C:19]([Cl:20])=[C:18]([Cl:21])[CH:17]=[CH:16][C:15]=1[S:22]([NH:1][C:2]1[S:3][CH:4]=[C:5]([CH2:7][C:8]([O:10][CH2:11][CH3:12])=[O:9])[N:6]=1)(=[O:24])=[O:23], predict the reactants needed to synthesize it. The reactants are: [NH2:1][C:2]1[S:3][CH:4]=[C:5]([CH2:7][C:8]([O:10][CH2:11][CH3:12])=[O:9])[N:6]=1.[Cl:13][C:14]1[C:19]([Cl:20])=[C:18]([Cl:21])[CH:17]=[CH:16][C:15]=1[S:22](Cl)(=[O:24])=[O:23]. (3) Given the product [CH3:21][O:20][C:17]1[N:18]=[CH:19][C:14]([O:1][C:2]2[CH:3]=[C:4]([CH3:12])[C:5]([C:9](=[O:11])[CH3:10])=[C:6]([CH3:8])[CH:7]=2)=[N:15][CH:16]=1, predict the reactants needed to synthesize it. The reactants are: [OH:1][C:2]1[CH:7]=[C:6]([CH3:8])[C:5]([C:9](=[O:11])[CH3:10])=[C:4]([CH3:12])[CH:3]=1.Br[C:14]1[CH:19]=[N:18][C:17]([O:20][CH3:21])=[CH:16][N:15]=1.C(=O)([O-])[O-].[K+].[K+].O. (4) The reactants are: S(OC)(O[CH3:5])(=O)=O.[C:8]1([OH:16])[CH:15]=[C:13]([CH3:14])[CH:12]=[C:10]([OH:11])[CH:9]=1. Given the product [CH3:5][O:11][C:10]1[CH:9]=[C:8]([OH:16])[CH:15]=[C:13]([CH3:14])[CH:12]=1, predict the reactants needed to synthesize it. (5) Given the product [Si:5]([C:6]1[C:7]([F:23])=[C:8]([N:29]2[CH2:30][CH2:31][NH:26][C@H:27]([C:32]([O:35][Si:41]([CH3:44])([CH3:43])[CH3:42])([CH3:34])[CH3:33])[CH2:28]2)[N:9]=[C:10]([C:13]2[C:21]3[C:16](=[N:17][CH:18]=[CH:19][CH:20]=3)[NH:15][N:14]=2)[C:11]=1[F:12])([C:1]([CH3:3])([CH3:4])[CH3:2])([CH3:24])[CH3:25], predict the reactants needed to synthesize it. The reactants are: [C:1]([Si:5]([CH3:25])([CH3:24])[C:6]1[C:11]([F:12])=[C:10]([C:13]2[C:21]3[C:16](=[N:17][CH:18]=[CH:19][CH:20]=3)[NH:15][N:14]=2)[N:9]=[C:8](F)[C:7]=1[F:23])([CH3:4])([CH3:3])[CH3:2].[NH:26]1[CH2:31][CH2:30][NH:29][CH2:28][C@H:27]1[C:32]([OH:35])([CH3:34])[CH3:33].N1([Si:41]([CH3:44])([CH3:43])[CH3:42])C=CN=C1. (6) The reactants are: [CH3:1][C:2]1[N:7]=[C:6]([C:8]([NH:10][C:11]2[CH:16]=[CH:15][CH:14]=[C:13]([O:17][C:18]3[CH:19]=[N:20][C:21]([NH:24][S:25]([C:28]4[CH:33]=[CH:32][C:31]([CH3:34])=[CH:30][CH:29]=4)(=[O:27])=[O:26])=[CH:22][CH:23]=3)[CH:12]=2)=[O:9])[CH:5]=[CH:4][CH:3]=1.C(N(CC)C(C)C)(C)C.CN(C)C=O.I[CH2:50][C:51]([NH2:53])=[O:52]. Given the product [NH2:53][C:51](=[O:52])[CH2:50][N:20]1[C:21](=[N:24][S:25]([C:28]2[CH:29]=[CH:30][C:31]([CH3:34])=[CH:32][CH:33]=2)(=[O:27])=[O:26])[CH:22]=[CH:23][C:18]([O:17][C:13]2[CH:12]=[C:11]([NH:10][C:8]([C:6]3[CH:5]=[CH:4][CH:3]=[C:2]([CH3:1])[N:7]=3)=[O:9])[CH:16]=[CH:15][CH:14]=2)=[CH:19]1, predict the reactants needed to synthesize it. (7) Given the product [CH:11]([CH:14]1[C:19]2[N:20]=[CH:21][NH:22][C:18]=2[CH2:17][CH2:16][N:15]1[C:23]([O:10][CH2:9][C:5]1[CH:4]=[N:3][CH:8]=[CH:7][CH:6]=1)=[O:24])([CH3:13])[CH3:12], predict the reactants needed to synthesize it. The reactants are: [H-].[Na+].[N:3]1[CH:8]=[CH:7][CH:6]=[C:5]([CH2:9][OH:10])[CH:4]=1.[CH:11]([CH:14]1[C:19]2[N:20]=[CH:21][NH:22][C:18]=2[CH2:17][CH2:16][N:15]1[C:23](OCC(Cl)(Cl)Cl)=[O:24])([CH3:13])[CH3:12]. (8) Given the product [C:1]([NH:15][C@H:16]1[CH2:21][CH2:20][C@H:19]([NH:22][C:23]2[CH:31]=[C:30]([N:32]3[C:36]4=[N:37][CH:38]=[CH:39][C:40]([C:41]5[CH:42]=[N:43][C:44]6[C:49]([CH:50]=5)=[CH:48][CH:47]=[CH:46][CH:45]=6)=[C:35]4[C:34]([CH3:51])=[CH:33]3)[CH:29]=[CH:28][C:24]=2[C:25]([NH2:27])=[O:26])[CH2:18][CH2:17]1)(=[O:3])[CH3:2], predict the reactants needed to synthesize it. The reactants are: [C:1](OC(=O)C)(=[O:3])[CH3:2].C(N(CC)CC)C.[NH2:15][C@H:16]1[CH2:21][CH2:20][C@H:19]([NH:22][C:23]2[CH:31]=[C:30]([N:32]3[C:36]4=[N:37][CH:38]=[CH:39][C:40]([C:41]5[CH:42]=[N:43][C:44]6[C:49]([CH:50]=5)=[CH:48][CH:47]=[CH:46][CH:45]=6)=[C:35]4[C:34]([CH3:51])=[CH:33]3)[CH:29]=[CH:28][C:24]=2[C:25]([NH2:27])=[O:26])[CH2:18][CH2:17]1.